From a dataset of Forward reaction prediction with 1.9M reactions from USPTO patents (1976-2016). Predict the product of the given reaction. (1) Given the reactants [CH:1]1([C:4]2[CH:5]=[CH:6][C:7]([C:17]([OH:19])=O)=[N:8][C:9]=2[S:10]([CH2:13][CH:14]([CH3:16])[CH3:15])(=[O:12])=[O:11])[CH2:3][CH2:2]1.[NH2:20][C@@H:21]([C:26]([CH3:29])([CH3:28])[CH3:27])[C:22]([NH:24][CH3:25])=[O:23], predict the reaction product. The product is: [CH3:27][C:26]([CH3:29])([CH3:28])[C@H:21]([NH:20][C:17]([C:7]1[CH:6]=[CH:5][C:4]([CH:1]2[CH2:2][CH2:3]2)=[C:9]([S:10]([CH2:13][CH:14]([CH3:15])[CH3:16])(=[O:11])=[O:12])[N:8]=1)=[O:19])[C:22](=[O:23])[NH:24][CH3:25]. (2) Given the reactants Br[C:2]1[CH:3]=[C:4]([O:8][CH3:9])[CH:5]=[CH:6][CH:7]=1.[C:10]1([CH:20]=[O:21])[C:19]2[C:14](=[CH:15][CH:16]=[CH:17][CH:18]=2)[CH:13]=[CH:12][CH:11]=1, predict the reaction product. The product is: [CH3:9][O:8][C:4]1[CH:3]=[C:2]([CH:7]=[CH:6][CH:5]=1)[CH:20]([OH:21])[C:10]1[C:19]2[C:14](=[CH:15][CH:16]=[CH:17][CH:18]=2)[CH:13]=[CH:12][CH:11]=1. (3) Given the reactants C([N:4]1[CH2:8][CH2:7][N:6]([C:9]2[CH:10]=[C:11]([N:31]3[CH2:35][CH2:34][O:33][C:32]3=[O:36])[CH:12]=[CH:13][C:14]=2[C:15]([N:17]2[CH2:22][CH2:21][N:20]([C:23]3[C:28]([CH3:29])=[CH:27][C:26]([CH3:30])=[CH:25][N:24]=3)[CH2:19][CH2:18]2)=[O:16])[C:5]1=[O:37])(=O)C.CO.[OH-].[Na+].Cl, predict the reaction product. The product is: [CH3:29][C:28]1[C:23]([N:20]2[CH2:21][CH2:22][N:17]([C:15]([C:14]3[CH:13]=[CH:12][C:11]([N:31]4[CH2:35][CH2:34][O:33][C:32]4=[O:36])=[CH:10][C:9]=3[N:6]3[CH2:7][CH2:8][NH:4][C:5]3=[O:37])=[O:16])[CH2:18][CH2:19]2)=[N:24][CH:25]=[C:26]([CH3:30])[CH:27]=1. (4) Given the reactants [Br:1][C:2]1[C:3]([C:22]2[CH2:23][CH2:24][NH:25][CH2:26][CH:27]=2)=[N:4][C:5]2[N:6]([N:9]=[CH:10][C:11]=2[C:12]2[CH:13]=[N:14][C:15]3[C:20]([CH:21]=2)=[CH:19][CH:18]=[CH:17][CH:16]=3)[C:7]=1[NH2:8].C(N(CC)C(C)C)(C)C.Br[CH2:38][C:39]([O:41]C(C)(C)C)=[O:40], predict the reaction product. The product is: [NH2:8][C:7]1[N:6]2[N:9]=[CH:10][C:11]([C:12]3[CH:13]=[N:14][C:15]4[C:20]([CH:21]=3)=[CH:19][CH:18]=[CH:17][CH:16]=4)=[C:5]2[N:4]=[C:3]([C:22]2[CH2:23][CH2:24][N:25]([CH2:38][C:39]([OH:41])=[O:40])[CH2:26][CH:27]=2)[C:2]=1[Br:1]. (5) Given the reactants [N:1]12[CH2:8][CH2:7][CH:4]([CH2:5][CH2:6]1)[C:3](=O)[CH2:2]2.[CH2:10]([N:17]1[CH2:22][CH2:21][NH:20][CH2:19][CH2:18]1)[C:11]1[CH:16]=[CH:15][CH:14]=[CH:13][CH:12]=1.C([O-])([O-])=O.[K+].[K+], predict the reaction product. The product is: [CH2:10]([N:17]1[CH2:22][CH2:21][N:20]([CH:3]2[CH:4]3[CH2:7][CH2:8][N:1]([CH2:6][CH2:5]3)[CH2:2]2)[CH2:19][CH2:18]1)[C:11]1[CH:12]=[CH:13][CH:14]=[CH:15][CH:16]=1. (6) Given the reactants [N+:1]([C:4]1[CH:9]=[CH:8][C:7]([C:10]2([CH2:16][NH2:17])[CH2:15][CH2:14][O:13][CH2:12][CH2:11]2)=[CH:6][CH:5]=1)([O-:3])=[O:2].Br[CH2:19][CH2:20][O:21][CH3:22], predict the reaction product. The product is: [CH3:22][O:21][CH2:20][CH2:19][NH:17][CH2:16][C:10]1([C:7]2[CH:8]=[CH:9][C:4]([N+:1]([O-:3])=[O:2])=[CH:5][CH:6]=2)[CH2:15][CH2:14][O:13][CH2:12][CH2:11]1. (7) Given the reactants C1(P(C2CCCCC2)C2C=CC=CC=2C2C(OC)=CC=CC=2OC)CCCCC1.P([O-])([O-])([O-])=O.[K+].[K+].[K+].[CH2:38]([C:40]([C:59]1[CH:64]=[CH:63][C:62](/[CH:65]=[CH:66]/[C:67]([C:73]([F:76])([F:75])[F:74])([OH:72])[C:68]([F:71])([F:70])[F:69])=[C:61]([CH3:77])[CH:60]=1)([C:43]1[CH:48]=[CH:47][C:46](B2OC(C)(C)C(C)(C)O2)=[C:45]([CH3:58])[CH:44]=1)[CH2:41][CH3:42])[CH3:39].[CH3:78][O:79][C:80](=[O:89])[CH2:81][C:82]1[CH:87]=[CH:86][C:85](Br)=[CH:84][CH:83]=1, predict the reaction product. The product is: [CH3:78][O:79][C:80](=[O:89])[CH2:81][C:82]1[CH:87]=[CH:86][C:85]([C:46]2[CH:47]=[CH:48][C:43]([C:40]([CH2:41][CH3:42])([C:59]3[CH:64]=[CH:63][C:62](/[CH:65]=[CH:66]/[C:67]([OH:72])([C:73]([F:75])([F:76])[F:74])[C:68]([F:71])([F:70])[F:69])=[C:61]([CH3:77])[CH:60]=3)[CH2:38][CH3:39])=[CH:44][C:45]=2[CH3:58])=[CH:84][CH:83]=1. (8) Given the reactants [Cl:1][C:2]1[C:11]2[C:6](=[CH:7][CH:8]=[C:9]([CH:12]([C:14]3[C:15]([CH3:21])=[N:16][C:17]([CH3:20])=[CH:18][CH:19]=3)[OH:13])[CH:10]=2)[N:5]=[C:4]([O:22][CH3:23])[C:3]=1[CH2:24][C:25]1[CH:30]=[CH:29][C:28]([C:31]([F:34])([F:33])[F:32])=[CH:27][CH:26]=1, predict the reaction product. The product is: [Cl:1][C:2]1[C:11]2[C:6](=[CH:7][CH:8]=[C:9]([C:12]([C:14]3[C:15]([CH3:21])=[N:16][C:17]([CH3:20])=[CH:18][CH:19]=3)=[O:13])[CH:10]=2)[N:5]=[C:4]([O:22][CH3:23])[C:3]=1[CH2:24][C:25]1[CH:26]=[CH:27][C:28]([C:31]([F:33])([F:32])[F:34])=[CH:29][CH:30]=1. (9) Given the reactants C[Si](C)(C)N[Si](C)(C)C.[Li].C(O[C:14](=[O:25])[C:15]1[CH:20]=[CH:19][C:18]([O:21][CH3:22])=[C:17]([O:23][CH3:24])[CH:16]=1)C.[CH3:26][C:27]([C:29]1[CH:30]=[CH:31][C:32]([OH:36])=[CH:33][C:34]=1[OH:35])=[O:28], predict the reaction product. The product is: [CH3:24][O:23][C:17]1[CH:16]=[C:15]([C:14](=[O:25])[CH2:26][C:27]([C:29]2[CH:30]=[CH:31][C:32]([OH:36])=[CH:33][C:34]=2[OH:35])=[O:28])[CH:20]=[CH:19][C:18]=1[O:21][CH3:22]. (10) Given the reactants [CH3:1][N:2]([CH3:19])[C:3]1[CH:4]=[N:5][C:6]([C:9]2[CH:18]=[CH:17][CH:16]=[CH:15][C:10]=2[C:11]([O:13]C)=[O:12])=[CH:7][CH:8]=1.[OH-].[Na+], predict the reaction product. The product is: [CH3:1][N:2]([CH3:19])[C:3]1[CH:4]=[N:5][C:6]([C:9]2[CH:18]=[CH:17][CH:16]=[CH:15][C:10]=2[C:11]([OH:13])=[O:12])=[CH:7][CH:8]=1.